This data is from Catalyst prediction with 721,799 reactions and 888 catalyst types from USPTO. The task is: Predict which catalyst facilitates the given reaction. (1) Reactant: [CH3:1][O:2][C:3]1[CH:8]=[CH:7][C:6]([C:9]([C:33]2[CH:38]=[CH:37][C:36]([O:39][CH3:40])=[CH:35][CH:34]=2)([C:27]2[CH:32]=[CH:31][CH:30]=[CH:29][CH:28]=2)[NH:10][S:11]([C:14]2[S:15][C:16]3[CH:22]=[C:21]([O:23][CH2:24][C:25]#[CH:26])[CH:20]=[CH:19][C:17]=3[N:18]=2)(=[O:13])=[O:12])=[CH:5][CH:4]=1.[N:41]([C@@H:44]([CH2:58][C:59]1[CH:64]=[CH:63][C:62]([O:65][CH2:66][CH2:67][O:68][S:69]([C:72]2[CH:78]=[CH:77][C:75]([CH3:76])=[CH:74][CH:73]=2)(=[O:71])=[O:70])=[CH:61][CH:60]=1)[C:45]([N:47]1[CH2:52][CH2:51][CH:50]([C:53]([O:55][CH2:56][CH3:57])=[O:54])[CH2:49][CH2:48]1)=[O:46])=[N+:42]=[N-:43].C(N(C(C)C)CC)(C)C. Product: [CH3:40][O:39][C:36]1[CH:35]=[CH:34][C:33]([C:9]([C:6]2[CH:7]=[CH:8][C:3]([O:2][CH3:1])=[CH:4][CH:5]=2)([C:27]2[CH:32]=[CH:31][CH:30]=[CH:29][CH:28]=2)[NH:10][S:11]([C:14]2[S:15][C:16]3[CH:22]=[C:21]([O:23][CH2:24][C:25]4[N:43]=[N:42][N:41]([C@@H:44]([CH2:58][C:59]5[CH:64]=[CH:63][C:62]([O:65][CH2:66][CH2:67][O:68][S:69]([C:72]6[CH:78]=[CH:77][C:75]([CH3:76])=[CH:74][CH:73]=6)(=[O:71])=[O:70])=[CH:61][CH:60]=5)[C:45]([N:47]5[CH2:48][CH2:49][CH:50]([C:53]([O:55][CH2:56][CH3:57])=[O:54])[CH2:51][CH2:52]5)=[O:46])[CH:26]=4)[CH:20]=[CH:19][C:17]=3[N:18]=2)(=[O:13])=[O:12])=[CH:38][CH:37]=1. The catalyst class is: 356. (2) Reactant: [C:1](Cl)(=[O:8])[C:2]1[CH:7]=[CH:6][CH:5]=[CH:4][CH:3]=1.ClCCl.[Cl-].[Al+3].[Cl-].[Cl-].[CH3:17][C:18]1[O:19][CH:20]=[CH:21][CH:22]=1. Product: [CH3:17][C:18]1[O:19][C:20]([C:1]([C:2]2[CH:7]=[CH:6][CH:5]=[CH:4][CH:3]=2)=[O:8])=[CH:21][CH:22]=1. The catalyst class is: 6. (3) Reactant: [OH-:1].[Na+].[O:3]1CC[CH2:5][CH2:4]1.C(OC1C=[CH:36][C:35]([O:38][CH3:39])=[CH:34][C:13]=1[CH2:14][CH2:15][C:16]([NH:18][C:19]1[CH:24]=[C:23]([F:25])[CH:22]=[CH:21][C:20]=1[O:26][C:27]1[CH:32]=[CH:31][C:30]([Br:33])=[CH:29][CH:28]=1)=O)(=O)C.Cl. Product: [OH:1][C:14]1[CH:13]=[CH:34][C:35]([O:38][CH3:39])=[CH:36][C:15]=1[CH2:16][N:18]([C:19]1[CH:24]=[C:23]([F:25])[CH:22]=[CH:21][C:20]=1[O:26][C:27]1[CH:28]=[CH:29][C:30]([Br:33])=[CH:31][CH:32]=1)[C:4](=[O:3])[CH3:5]. The catalyst class is: 13.